This data is from Reaction yield outcomes from USPTO patents with 853,638 reactions. The task is: Predict the reaction yield, written as a fraction of the theoretical maximum amount of product (1.0 means a 100% yield; for example, 0.34 means a 34% yield). (1) The reactants are [CH3:1][C:2]1[CH:6]=[C:5]([NH2:7])[NH:4][N:3]=1.[Br:8][CH:9]([CH:12]=O)[CH:10]=O. No catalyst specified. The product is [Br:8][C:9]1[CH:10]=[C:6]2[C:2]([CH3:1])=[N:3][NH:4][C:5]2=[N:7][CH:12]=1. The yield is 0.100. (2) The reactants are Br[C:2]1[S:10][C:9]2[C:8](=[O:11])[NH:7][C:6]([CH3:13])([CH3:12])[N:5]([CH3:14])[C:4]=2[CH:3]=1.C([Li])CCC.CCCCCC.CN([CH:29]=[O:30])C. The catalyst is C1COCC1.[Cl-].[Na+].O.O. The product is [CH3:14][N:5]1[C:4]2[CH:3]=[C:2]([CH:29]=[O:30])[S:10][C:9]=2[C:8](=[O:11])[NH:7][C:6]1([CH3:13])[CH3:12]. The yield is 0.970. (3) The reactants are [Cl:1][C:2]1[CH:7]=[C:6]([Cl:8])[CH:5]=[C:4]([CH3:9])[C:3]=1[S:10](Cl)(=[O:12])=[O:11].S([O-])([O-])=O.[Na+].[Na+].C(=O)(O)[O-].[Na+].I[CH2:26][CH3:27]. The catalyst is O. The product is [Cl:1][C:2]1[CH:7]=[C:6]([Cl:8])[CH:5]=[C:4]([CH3:9])[C:3]=1[S:10]([CH2:26][CH3:27])(=[O:12])=[O:11]. The yield is 0.680. (4) The reactants are C(S[C:9]1[CH:10]=[C:11]2[C:16](=[CH:17][CH:18]=1)[C:15]([C:19]1[CH:24]=[CH:23][C:22]([C:25]([F:28])([F:27])[F:26])=[CH:21][C:20]=1[O:29][CH3:30])=[N:14][N:13]=[CH:12]2)C1C=CC=CC=1.O.[Cl:32]N1C(C)(C)C(=O)N(Cl)C1=O.[O-:43][S:44]([O-:47])(=O)=O.[Mg+2]. The catalyst is CC#N.C(O)(=O)C.C(Cl)Cl. The product is [CH3:30][O:29][C:20]1[CH:21]=[C:22]([C:25]([F:26])([F:28])[F:27])[CH:23]=[CH:24][C:19]=1[C:15]1[C:16]2[C:11](=[CH:10][C:9]([S:44]([Cl:32])(=[O:47])=[O:43])=[CH:18][CH:17]=2)[CH:12]=[N:13][N:14]=1. The yield is 0.623. (5) The reactants are Br[C:2]1[CH:7]=[CH:6][C:5]([C:8](=[O:20])[CH2:9][CH:10]([CH2:16][CH2:17][O:18][CH3:19])[C:11]([O:13][CH2:14][CH3:15])=[O:12])=[CH:4][CH:3]=1.[N+:21]([C:24]1[CH:29]=[CH:28][C:27](B(O)O)=[CH:26][CH:25]=1)([O-:23])=[O:22].C(=O)([O-])[O-].[Na+].[Na+]. The catalyst is C1(C)C=CC=CC=1.O1CCOCC1. The product is [CH3:19][O:18][CH2:17][CH2:16][CH:10]([CH2:9][C:8]([C:5]1[CH:6]=[CH:7][C:2]([C:27]2[CH:28]=[CH:29][C:24]([N+:21]([O-:23])=[O:22])=[CH:25][CH:26]=2)=[CH:3][CH:4]=1)=[O:20])[C:11]([O:13][CH2:14][CH3:15])=[O:12]. The yield is 0.880. (6) The reactants are [CH2:1]([OH:4])[CH2:2][OH:3].[H-].[Na+].[Br:7][C:8]1[CH:13]=[CH:12][C:11]([CH2:14]Br)=[CH:10][CH:9]=1.O. The catalyst is C1COCC1.[N+](CCCC)(CCCC)(CCCC)CCCC.[I-].CCOC(C)=O. The product is [Br:7][C:8]1[CH:13]=[CH:12][C:11]([CH2:14][O:3][CH2:2][CH2:1][OH:4])=[CH:10][CH:9]=1. The yield is 0.400.